From a dataset of Catalyst prediction with 721,799 reactions and 888 catalyst types from USPTO. Predict which catalyst facilitates the given reaction. (1) The catalyst class is: 1. Reactant: [H-].[H-].[H-].[H-].[Li+].[Al+3].[CH2:7]([N:9]1[C:17]2[C:12](=[N:13][CH:14]=[CH:15][CH:16]=2)[C:11]([C:18]2[CH:23]=[CH:22][C:21]([CH:24]([C:31]3[N:35]([CH2:36][O:37][CH2:38][CH2:39][Si:40]([CH3:43])([CH3:42])[CH3:41])[C:34]4[CH:44]=[CH:45][CH:46]=[CH:47][C:33]=4[N:32]=3)[CH2:25][C:26](OCC)=[O:27])=[CH:20][CH:19]=2)=[N:10]1)[CH3:8].O. Product: [CH2:7]([N:9]1[C:17]2[C:12](=[N:13][CH:14]=[CH:15][CH:16]=2)[C:11]([C:18]2[CH:23]=[CH:22][C:21]([CH:24]([C:31]3[N:35]([CH2:36][O:37][CH2:38][CH2:39][Si:40]([CH3:43])([CH3:42])[CH3:41])[C:34]4[CH:44]=[CH:45][CH:46]=[CH:47][C:33]=4[N:32]=3)[CH2:25][CH2:26][OH:27])=[CH:20][CH:19]=2)=[N:10]1)[CH3:8]. (2) Reactant: [F:1][C:2]([F:31])([F:30])[C:3]1[CH:8]=[CH:7][N:6]=[C:5]([NH:9][C:10]2[CH:11]=[C:12]([C:16]3[S:20][C:19]([C@H:21]4[CH2:26][CH2:25][C@H:24]([C:27](O)=[O:28])[CH2:23][CH2:22]4)=[N:18][CH:17]=3)[CH:13]=[CH:14][CH:15]=2)[N:4]=1.CN(C(ON1N=NC2[CH:43]=[CH:44][CH:45]=[N:46]C1=2)=[N+](C)C)C.F[P-](F)(F)(F)(F)F.CCN(C(C)C)C(C)C.C1(N)CC1. Product: [CH:45]1([NH:46][C:27]([C@H:24]2[CH2:23][CH2:22][C@H:21]([C:19]3[S:20][C:16]([C:12]4[CH:13]=[CH:14][CH:15]=[C:10]([NH:9][C:5]5[N:4]=[C:3]([C:2]([F:1])([F:31])[F:30])[CH:8]=[CH:7][N:6]=5)[CH:11]=4)=[CH:17][N:18]=3)[CH2:26][CH2:25]2)=[O:28])[CH2:43][CH2:44]1. The catalyst class is: 634. (3) Reactant: [CH3:1][CH2:2][O:3][C:4]([C@@H:6]1[CH2:11][CH2:10][CH:9]([CH3:12])[C:8](=O)[N:7]1[C:14]([O:16][C:17]([CH3:20])([CH3:19])[CH3:18])=[O:15])=[O:5].CO. Product: [CH3:1][CH2:2][O:3][C:4]([C@@H:6]1[CH2:11][CH2:10][CH:9]([CH3:12])[CH2:8][N:7]1[C:14]([O:16][C:17]([CH3:19])([CH3:18])[CH3:20])=[O:15])=[O:5]. The catalyst class is: 1. (4) Reactant: [CH3:1][S:2](Cl)(=[O:4])=[O:3].[CH2:6]([N:13]1[CH2:17][CH2:16][C@H:15]([OH:18])[CH2:14]1)[C:7]1[CH:12]=[CH:11][CH:10]=[CH:9][CH:8]=1.C(N(CC)CC)C. Product: [CH3:1][S:2]([O:18][C@H:15]1[CH2:16][CH2:17][N:13]([CH2:6][C:7]2[CH:8]=[CH:9][CH:10]=[CH:11][CH:12]=2)[CH2:14]1)(=[O:4])=[O:3]. The catalyst class is: 11. (5) The catalyst class is: 16. Product: [Cl:1][C:2]1[CH:3]=[C:4]2[C:9](=[CH:10][C:11]=1[C:12]([N:70]1[CH2:71][CH2:72][CH2:73][CH2:74][CH:69]1[C:65]1[CH:64]=[N:63][CH:68]=[CH:67][CH:66]=1)=[O:13])[N:8]=[CH:7][N:6]=[C:5]2[NH:15][CH:16]([C:18]1[NH:22][C:21]2[CH:23]=[CH:24][C:25]([Cl:27])=[CH:26][C:20]=2[N:19]=1)[CH3:17]. Reactant: [Cl:1][C:2]1[CH:3]=[C:4]2[C:9](=[CH:10][C:11]=1[C:12](O)=[O:13])[N:8]=[CH:7][N:6]=[C:5]2[NH:15][CH:16]([C:18]1[NH:22][C:21]2[CH:23]=[CH:24][C:25]([Cl:27])=[CH:26][C:20]=2[N:19]=1)[CH3:17].FC1C(OC(N(C)C)=[N+](C)C)=C(F)C(F)=C(F)C=1F.F[P-](F)(F)(F)(F)F.C(N(C(C)C)CC)(C)C.[N:63]1[CH:68]=[CH:67][CH:66]=[C:65]([CH:69]2[CH2:74][CH2:73][CH2:72][CH2:71][NH:70]2)[CH:64]=1. (6) Reactant: O[CH2:2][CH:3]1[CH2:11][C:10]2[C:5](=[CH:6][CH:7]=[C:8]([N:12]3[CH2:16][C@H:15]([CH2:17][NH:18][C:19](=[O:21])[CH3:20])[O:14][C:13]3=[O:22])[CH:9]=2)[N:4]1[CH:23]=[O:24].C(N(S(F)(F)[F:31])CC)C.C([O-])(O)=O.[Na+]. Product: [F:31][CH2:2][CH:3]1[CH2:11][C:10]2[C:5](=[CH:6][CH:7]=[C:8]([N:12]3[CH2:16][C@H:15]([CH2:17][NH:18][C:19](=[O:21])[CH3:20])[O:14][C:13]3=[O:22])[CH:9]=2)[N:4]1[CH:23]=[O:24]. The catalyst class is: 2.